This data is from Forward reaction prediction with 1.9M reactions from USPTO patents (1976-2016). The task is: Predict the product of the given reaction. (1) Given the reactants [CH3:1][O:2][C:3]1[CH:4]=[C:5]([CH2:11][CH2:12][C:13]([NH2:15])=O)[CH:6]=[CH:7][C:8]=1[O:9][CH3:10].P12(SP3(SP(SP(S3)(S1)=S)(=S)S2)=S)=[S:17], predict the reaction product. The product is: [CH3:1][O:2][C:3]1[CH:4]=[C:5]([CH2:11][CH2:12][C:13]([NH2:15])=[S:17])[CH:6]=[CH:7][C:8]=1[O:9][CH3:10]. (2) Given the reactants Cl.Cl.[N:3]1[C:8]2[CH2:9][NH:10][CH2:11][C:7]=2[C:6]([NH:12][C:13]2[CH:14]=[N:15][C:16]3[C:21]([CH:22]=2)=[CH:20][CH:19]=[CH:18][CH:17]=3)=[N:5][CH:4]=1.[CH3:23][C:24]1[S:25][C:26]([S:30](Cl)(=[O:32])=[O:31])=[C:27]([CH3:29])[N:28]=1.C(N(CC)C(C)C)(C)C.CN(C)C=O.C(NCC)C, predict the reaction product. The product is: [CH3:23][C:24]1[S:25][C:26]([S:30]([N:10]2[CH2:11][C:7]3[C:6]([NH:12][C:13]4[CH:14]=[N:15][C:16]5[C:21]([CH:22]=4)=[CH:20][CH:19]=[CH:18][CH:17]=5)=[N:5][CH:4]=[N:3][C:8]=3[CH2:9]2)(=[O:32])=[O:31])=[C:27]([CH3:29])[N:28]=1.